Dataset: Reaction yield outcomes from USPTO patents with 853,638 reactions. Task: Predict the reaction yield, written as a fraction of the theoretical maximum amount of product (1.0 means a 100% yield; for example, 0.34 means a 34% yield). (1) The reactants are Cl[C:2]1[CH:7]=[C:6]([CH3:8])[CH:5]=[CH:4][N+:3]=1[O-:9].[NH2:10][CH2:11][CH2:12][CH2:13][OH:14].C([O-])(O)=O.[Na+].C(O)(CC)(C)C. The catalyst is C(Cl)Cl. The product is [OH:14][CH2:13][CH2:12][CH2:11][NH:10][C:2]1[CH:7]=[C:6]([CH3:8])[CH:5]=[CH:4][N+:3]=1[O-:9]. The yield is 0.880. (2) The reactants are [Cl:1][C:2]1[N:7]=[C:6]([C:8]2[S:12][C:11]([N:13]3[CH2:18][CH2:17][O:16][CH2:15][CH2:14]3)=[N:10][C:9]=2[C:19]2[C:20]([F:26])=[C:21]([CH:23]=[CH:24][CH:25]=2)[NH2:22])[CH:5]=[CH:4][N:3]=1.[N:27]1[CH:32]=[CH:31][CH:30]=[C:29]([S:33](Cl)(=[O:35])=[O:34])[CH:28]=1. The catalyst is N1C=CC=CC=1. The product is [Cl:1][C:2]1[N:7]=[C:6]([C:8]2[S:12][C:11]([N:13]3[CH2:14][CH2:15][O:16][CH2:17][CH2:18]3)=[N:10][C:9]=2[C:19]2[C:20]([F:26])=[C:21]([NH:22][S:33]([C:29]3[CH:28]=[N:27][CH:32]=[CH:31][CH:30]=3)(=[O:35])=[O:34])[CH:23]=[CH:24][CH:25]=2)[CH:5]=[CH:4][N:3]=1. The yield is 0.715. (3) The reactants are [N:1]1([C:6]2[N:11]=[C:10]3[N:12]([CH:27]([CH3:29])[CH3:28])[C:13](=[O:26])[N:14]([CH2:17][C:18]4[CH:23]=[CH:22][C:21]([O:24][CH3:25])=[CH:20][CH:19]=4)[C:15](=[O:16])[C:9]3=[CH:8][N:7]=2)[CH:5]=[CH:4]N=C1.[CH2:30]([N:32]([CH2:43][CH3:44])[CH2:33][CH2:34][O:35][C:36]1[CH:42]=CC(N)=[CH:38][CH:37]=1)[CH3:31].C1(=O)OC(=O)CC1.CN(C)C=O. The catalyst is C(Cl)(Cl)Cl. The product is [CH2:43]([N:32]([CH2:30][CH3:31])[CH2:33][CH2:34][O:35][C:36]1[CH:42]=[CH:4][C:5]([NH:1][C:6]2[N:11]=[C:10]3[N:12]([CH:27]([CH3:28])[CH3:29])[C:13](=[O:26])[N:14]([CH2:17][C:18]4[CH:23]=[CH:22][C:21]([O:24][CH3:25])=[CH:20][CH:19]=4)[C:15](=[O:16])[C:9]3=[CH:8][N:7]=2)=[CH:38][CH:37]=1)[CH3:44]. The yield is 0.610. (4) The reactants are Br[C:2]1[C:7](=[O:8])[N:6]2[C:9]([CH3:12])=[CH:10][S:11][C:5]2=[N:4][C:3]=1[C@@H:13]([NH:15][C:16](=[O:22])[O:17][C:18]([CH3:21])([CH3:20])[CH3:19])[CH3:14].[F:23][C:24]1[CH:25]=[C:26](B(O)O)[CH:27]=[CH:28][CH:29]=1.C(=O)([O-])[O-].[Na+].[Na+]. The catalyst is O1CCOCC1.O.C1C=CC([P]([Pd]([P](C2C=CC=CC=2)(C2C=CC=CC=2)C2C=CC=CC=2)([P](C2C=CC=CC=2)(C2C=CC=CC=2)C2C=CC=CC=2)[P](C2C=CC=CC=2)(C2C=CC=CC=2)C2C=CC=CC=2)(C2C=CC=CC=2)C2C=CC=CC=2)=CC=1. The product is [F:23][C:24]1[CH:29]=[C:28]([C:2]2[C:7](=[O:8])[N:6]3[C:9]([CH3:12])=[CH:10][S:11][C:5]3=[N:4][C:3]=2[C@@H:13]([NH:15][C:16](=[O:22])[O:17][C:18]([CH3:21])([CH3:20])[CH3:19])[CH3:14])[CH:27]=[CH:26][CH:25]=1. The yield is 0.760. (5) The reactants are Cl.[Cl:2][C:3]1[C:7]([NH2:8])=[CH:6][NH:5][N:4]=1.C(=O)(O)[O-].[Na+].[O:14]1CC[CH2:16][CH2:15]1.C(OC(=O)C)(=O)C. The catalyst is C(OCC)(=O)C.O.COC(C)(C)C. The product is [Cl:2][C:3]1[C:7]([NH:8][C:15](=[O:14])[CH3:16])=[CH:6][NH:5][N:4]=1. The yield is 0.830. (6) The reactants are [C:1](Cl)(=[O:11])[CH2:2][CH2:3][CH2:4][CH2:5][CH2:6][CH2:7][CH2:8][CH2:9][CH3:10].[F:13][C:14]([F:43])([F:42])[C:15]1[CH:41]=[CH:40][C:18]([CH2:19][O:20][C:21]2[CH:22]=[C:23]([CH:37]=[CH:38][CH:39]=2)[C:24]([NH:26][C:27]2[CH:32]=[CH:31][CH:30]=[CH:29][C:28]=2[S:33](=[O:36])(=[O:35])[NH2:34])=[O:25])=[CH:17][CH:16]=1. The catalyst is CN(C)C1C=CN=CC=1.O1CCCC1. The product is [F:43][C:14]([F:13])([F:42])[C:15]1[CH:16]=[CH:17][C:18]([CH2:19][O:20][C:21]2[CH:22]=[C:23]([CH:37]=[CH:38][CH:39]=2)[C:24]([NH:26][C:27]2[CH:32]=[CH:31][CH:30]=[CH:29][C:28]=2[S:33]([NH:34][C:1](=[O:11])[CH2:2][CH2:3][CH2:4][CH2:5][CH2:6][CH2:7][CH2:8][CH2:9][CH3:10])(=[O:36])=[O:35])=[O:25])=[CH:40][CH:41]=1. The yield is 0.846.